This data is from Reaction yield outcomes from USPTO patents with 853,638 reactions. The task is: Predict the reaction yield, written as a fraction of the theoretical maximum amount of product (1.0 means a 100% yield; for example, 0.34 means a 34% yield). (1) The reactants are [NH:1]1[CH2:4][CH:3]([O:5][C:6]2[CH:11]=[CH:10][C:9]([CH2:12][N:13]([CH3:15])[CH3:14])=[CH:8][CH:7]=2)[CH2:2]1.[C:16]1([C:22]2[O:26][C:25]([C:27](OCC)=[O:28])=[N:24][N:23]=2)[CH:21]=[CH:20][CH:19]=[CH:18][CH:17]=1. No catalyst specified. The product is [CH3:14][N:13]([CH2:12][C:9]1[CH:8]=[CH:7][C:6]([O:5][CH:3]2[CH2:2][N:1]([C:27]([C:25]3[O:26][C:22]([C:16]4[CH:17]=[CH:18][CH:19]=[CH:20][CH:21]=4)=[N:23][N:24]=3)=[O:28])[CH2:4]2)=[CH:11][CH:10]=1)[CH3:15]. The yield is 0.380. (2) The reactants are [CH3:1][NH:2][CH2:3][CH2:4][C:5]#[C:6][C:7]1[CH:12]=[CH:11][CH:10]=[CH:9][N:8]=1.[CH3:13][C:14]1[CH:22]=[CH:21][C:17]([C:18](Cl)=[O:19])=[CH:16][CH:15]=1. No catalyst specified. The product is [CH3:1][N:2]([CH2:3][CH2:4][C:5]#[C:6][C:7]1[CH:12]=[CH:11][CH:10]=[CH:9][N:8]=1)[C:18](=[O:19])[C:17]1[CH:21]=[CH:22][C:14]([CH3:13])=[CH:15][CH:16]=1. The yield is 0.360.